Regression. Given a peptide amino acid sequence and an MHC pseudo amino acid sequence, predict their binding affinity value. This is MHC class I binding data. From a dataset of Peptide-MHC class I binding affinity with 185,985 pairs from IEDB/IMGT. (1) The peptide sequence is SLIIPNVTL. The MHC is HLA-A11:01 with pseudo-sequence HLA-A11:01. The binding affinity (normalized) is 0.213. (2) The peptide sequence is RTMSYKLAIDM. The MHC is Mamu-A02 with pseudo-sequence Mamu-A02. The binding affinity (normalized) is 0.823. (3) The peptide sequence is GICSCGAFK. The MHC is HLA-A11:01 with pseudo-sequence HLA-A11:01. The binding affinity (normalized) is 0.630. (4) The peptide sequence is VTTHKYAGPY. The MHC is HLA-A23:01 with pseudo-sequence HLA-A23:01. The binding affinity (normalized) is 0.